From a dataset of Peptide-MHC class I binding affinity with 185,985 pairs from IEDB/IMGT. Regression. Given a peptide amino acid sequence and an MHC pseudo amino acid sequence, predict their binding affinity value. This is MHC class I binding data. (1) The peptide sequence is RYSIFFDY. The MHC is HLA-B27:05 with pseudo-sequence HLA-B27:05. The binding affinity (normalized) is 0.405. (2) The peptide sequence is SFVTDLEKY. The MHC is HLA-A69:01 with pseudo-sequence HLA-A69:01. The binding affinity (normalized) is 0.0847. (3) The MHC is HLA-A11:01 with pseudo-sequence HLA-A11:01. The binding affinity (normalized) is 0.0682. The peptide sequence is FLKEMGGL. (4) The peptide sequence is KIEELFYSY. The MHC is HLA-A26:01 with pseudo-sequence HLA-A26:01. The binding affinity (normalized) is 0. (5) The peptide sequence is SLSKRERQLA. The MHC is HLA-A02:01 with pseudo-sequence HLA-A02:01. The binding affinity (normalized) is 0.00400. (6) The MHC is Patr-B2401 with pseudo-sequence Patr-B2401. The binding affinity (normalized) is 0.353. The peptide sequence is AEEYVEIRRV. (7) The peptide sequence is RRNRKALWL. The binding affinity (normalized) is 0.0847. The MHC is HLA-B08:02 with pseudo-sequence HLA-B08:02. (8) The peptide sequence is SEVLEIPLI. The MHC is Mamu-A11 with pseudo-sequence Mamu-A11. The binding affinity (normalized) is 0.960. (9) The peptide sequence is CYMHVSDYY. The MHC is HLA-A02:19 with pseudo-sequence HLA-A02:19. The binding affinity (normalized) is 0.0847.